Predict the product of the given reaction. From a dataset of Forward reaction prediction with 1.9M reactions from USPTO patents (1976-2016). Given the reactants ClC1C=C2C(C(N)=NN2C)=CC=1.[NH2:13][C:14]1[CH2:19][O:18][CH2:17][C@:16]([C:21]2[CH:22]=[C:23]([NH:28][C:29]3[C:37]4[C:32](=[CH:33][C:34]([Cl:38])=[CH:35][CH:36]=4)[N:31]([CH3:39])[N:30]=3)[CH:24]=[CH:25][C:26]=2[F:27])([CH3:20])[N:15]=1, predict the reaction product. The product is: [Cl:38][C:34]1[CH:33]=[C:32]2[C:37]([C:29]([NH:28][C:23]3[CH:24]=[CH:25][C:26]([F:27])=[C:21]([C@@:16]4([CH3:20])[CH2:17][O:18][CH2:19][C:14]([NH2:13])=[N:15]4)[CH:22]=3)=[N:30][N:31]2[CH3:39])=[CH:36][CH:35]=1.